This data is from Forward reaction prediction with 1.9M reactions from USPTO patents (1976-2016). The task is: Predict the product of the given reaction. (1) Given the reactants [Si](OS(C(F)(F)F)(=O)=O)(C)(C)C.[C:13]([O:16][C@@H:17]1[C@@H:27]([O:28][C:29](=[O:31])[CH3:30])[C@H:26]([O:32][C:33](=[O:35])[CH3:34])[C@@H:25]([CH2:36][O:37][C:38](=[O:40])[CH3:39])[S:24][CH:18]1[O:19][Si](C)(C)C)(=[O:15])[CH3:14].C(C1C=CC(CC2C=CC=CC=2C[Si](O[Si](CC2C=CC=CC=2CC2C=CC(CC)=CC=2)(C)C)(C)C)=CC=1)C, predict the reaction product. The product is: [C:13]([O:16][C@@H:17]1[C@@H:27]([O:28][C:29](=[O:31])[CH3:30])[C@H:26]([O:32][C:33](=[O:35])[CH3:34])[C@@H:25]([CH2:36][O:37][C:38](=[O:40])[CH3:39])[S:24][CH:18]1[OH:19])(=[O:15])[CH3:14]. (2) Given the reactants [CH2:1]([O:3][C:4]([C:6]1[C:7]([CH3:18])=[C:8]2[C:13](Cl)=[C:12]([C:15]#[N:16])[CH:11]=[N:10][N:9]2[CH:17]=1)=[O:5])[CH3:2].[Cl:19][C:20]1[CH:21]=[C:22]([NH2:33])[CH:23]=[CH:24][C:25]=1[S:26][C:27]1[N:28]([CH3:32])[CH:29]=[CH:30][N:31]=1.[H-].[Na+].CCOC(C)=O, predict the reaction product. The product is: [CH2:1]([O:3][C:4]([C:6]1[C:7]([CH3:18])=[C:8]2[C:13]([NH:33][C:22]3[CH:23]=[CH:24][C:25]([S:26][C:27]4[N:28]([CH3:32])[CH:29]=[CH:30][N:31]=4)=[C:20]([Cl:19])[CH:21]=3)=[C:12]([C:15]#[N:16])[CH:11]=[N:10][N:9]2[CH:17]=1)=[O:5])[CH3:2]. (3) Given the reactants [Br:1][C:2]1[C:11]([F:12])=[C:10]2[C:5]([C:6](Cl)=[N:7][C:8]([CH2:13][Cl:14])=[N:9]2)=[CH:4][C:3]=1[Cl:16].[N:17]1([C:23]([O:25][C:26]([CH3:29])([CH3:28])[CH3:27])=[O:24])[CH2:22][CH2:21][NH:20][CH2:19][CH2:18]1, predict the reaction product. The product is: [C:26]([O:25][C:23]([N:17]1[CH2:22][CH2:21][N:20]([C:6]2[C:5]3[C:10](=[C:11]([F:12])[C:2]([Br:1])=[C:3]([Cl:16])[CH:4]=3)[N:9]=[C:8]([CH2:13][Cl:14])[N:7]=2)[CH2:19][CH2:18]1)=[O:24])([CH3:29])([CH3:27])[CH3:28]. (4) Given the reactants [C:1]([C:5]1[CH:6]=[C:7]2[C:12](=[C:13]([F:15])[CH:14]=1)[C:11](=[O:16])[N:10]([C:17]1[N:24]=[CH:23][CH:22]=[C:21](Cl)[C:18]=1[CH:19]=[O:20])[N:9]=[CH:8]2)([CH3:4])([CH3:3])[CH3:2].[CH2:26]([C@H:28]1[CH2:33][N:32]([CH:34]2[CH2:37][O:36][CH2:35]2)[CH2:31][CH2:30][N:29]1[C:38]1[CH:39]=[CH:40][C:41]([NH:44][C:45]2[C:46](=[O:61])[N:47]([CH3:60])[CH:48]=[C:49](B3OC(C)(C)C(C)(C)O3)[CH:50]=2)=[N:42][CH:43]=1)[CH3:27].[O-]P([O-])([O-])=O.[K+].[K+].[K+].CC([O-])=O.[Na+], predict the reaction product. The product is: [C:1]([C:5]1[CH:6]=[C:7]2[C:12](=[C:13]([F:15])[CH:14]=1)[C:11](=[O:16])[N:10]([C:17]1[N:24]=[CH:23][CH:22]=[C:21]([C:49]3[CH:50]=[C:45]([NH:44][C:41]4[CH:40]=[CH:39][C:38]([N:29]5[CH2:30][CH2:31][N:32]([CH:34]6[CH2:35][O:36][CH2:37]6)[CH2:33][C@@H:28]5[CH2:26][CH3:27])=[CH:43][N:42]=4)[C:46](=[O:61])[N:47]([CH3:60])[CH:48]=3)[C:18]=1[CH:19]=[O:20])[N:9]=[CH:8]2)([CH3:4])([CH3:3])[CH3:2]. (5) The product is: [C:1]1([C:7]2[C:8]([C:20]3[CH:21]=[CH:22][C:23]([C:26]4([NH2:30])[CH2:29][CH2:28][CH2:27]4)=[CH:24][CH:25]=3)=[N:9][C:10]3[CH2:11][CH2:12][C:13]4[C:14](=[N:17][NH:18][CH:19]=4)[C:15]=3[CH:16]=2)[CH:6]=[CH:5][CH:4]=[CH:3][CH:2]=1. Given the reactants [C:1]1([C:7]2[C:8]([C:20]3[CH:25]=[CH:24][C:23]([C:26]4([NH:30]C(=O)OC(C)(C)C)[CH2:29][CH2:28][CH2:27]4)=[CH:22][CH:21]=3)=[N:9][C:10]3[CH2:11][CH2:12][C:13]4[C:14](=[N:17][NH:18][CH:19]=4)[C:15]=3[CH:16]=2)[CH:6]=[CH:5][CH:4]=[CH:3][CH:2]=1, predict the reaction product. (6) Given the reactants [CH3:1][O:2][C:3]([C@H:5]1[CH2:10][CH2:9][C@H:8]([CH2:11][N:12]2[C:16]3[NH:17][C:18](=[O:21])[CH:19]=[CH:20][C:15]=3[N:14]([CH3:22])[C:13]2=[O:23])[CH2:7][CH2:6]1)=[O:4].C([O-])([O-])=O.[K+].[K+].[CH3:30][O:31][C:32]1[CH:33]=[C:34]([CH:37]=[CH:38][CH:39]=1)[CH2:35]Br, predict the reaction product. The product is: [CH3:1][O:2][C:3]([C@H:5]1[CH2:6][CH2:7][C@H:8]([CH2:11][N:12]2[C:16]3=[N:17][C:18]([O:21][CH2:35][C:34]4[CH:37]=[CH:38][CH:39]=[C:32]([O:31][CH3:30])[CH:33]=4)=[CH:19][CH:20]=[C:15]3[N:14]([CH3:22])[C:13]2=[O:23])[CH2:9][CH2:10]1)=[O:4]. (7) Given the reactants Cl[C:2]1[CH:7]=[C:6]([O:8][C:9]2[C:14]([F:15])=[CH:13][C:12]([NH:16][C:17](=[O:26])[O:18][CH2:19][C:20]3[CH:25]=[CH:24][CH:23]=[CH:22][CH:21]=3)=[C:11]([F:27])[CH:10]=2)[N:5]=[CH:4][N:3]=1.[NH3:28].C(O)(C)C, predict the reaction product. The product is: [NH2:28][C:2]1[CH:7]=[C:6]([O:8][C:9]2[C:14]([F:15])=[CH:13][C:12]([NH:16][C:17](=[O:26])[O:18][CH2:19][C:20]3[CH:25]=[CH:24][CH:23]=[CH:22][CH:21]=3)=[C:11]([F:27])[CH:10]=2)[N:5]=[CH:4][N:3]=1. (8) Given the reactants [Cl:1][C:2]1[CH:3]=[CH:4][C:5]([C:24]#[N:25])=[C:6]([C:8]2[C:13]([O:14][CH3:15])=[CH:12][N:11]([CH:16]([O:20][CH2:21][CH3:22])[C:17]([OH:19])=O)[C:10](=[O:23])[CH:9]=2)[CH:7]=1.[NH2:26][C:27]1[CH:39]=[CH:38][C:30]([C:31]([O:33][C:34]([CH3:37])([CH3:36])[CH3:35])=[O:32])=[CH:29][CH:28]=1, predict the reaction product. The product is: [Cl:1][C:2]1[CH:3]=[CH:4][C:5]([C:24]#[N:25])=[C:6]([C:8]2[C:13]([O:14][CH3:15])=[CH:12][N:11]([CH:16]([O:20][CH2:21][CH3:22])[C:17]([NH:26][C:27]3[CH:39]=[CH:38][C:30]([C:31]([O:33][C:34]([CH3:35])([CH3:36])[CH3:37])=[O:32])=[CH:29][CH:28]=3)=[O:19])[C:10](=[O:23])[CH:9]=2)[CH:7]=1.